From a dataset of Full USPTO retrosynthesis dataset with 1.9M reactions from patents (1976-2016). Predict the reactants needed to synthesize the given product. (1) Given the product [Cl:13][C:11]1[C:10]([C:14]([F:17])([F:16])[F:15])=[CH:9][N:8]=[C:7]([NH:18][C:19]2[CH:24]=[N:23][C:22]([O:25][CH3:26])=[CH:21][CH:20]=2)[N:12]=1, predict the reactants needed to synthesize it. The reactants are: CCOCC.Cl[C:7]1[N:12]=[C:11]([Cl:13])[C:10]([C:14]([F:17])([F:16])[F:15])=[CH:9][N:8]=1.[NH2:18][C:19]1[CH:20]=[CH:21][C:22]([O:25][CH3:26])=[N:23][CH:24]=1.CCN(CC)CC. (2) Given the product [C:19]1([SiH:25]2[C:11]3[CH:10]=[CH:9][CH:8]=[CH:7][C:6]=3[O:12][C:13]3[C:14]2=[CH:15][CH:16]=[CH:17][CH:18]=3)[CH:24]=[CH:23][CH:22]=[CH:21][CH:20]=1, predict the reactants needed to synthesize it. The reactants are: [Li]C(C)(C)C.[C:6]1([O:12][C:13]2[CH:18]=[CH:17][CH:16]=[CH:15][CH:14]=2)[CH:11]=[CH:10][CH:9]=[CH:8][CH:7]=1.[C:19]1([SiH3:25])[CH:24]=[CH:23][CH:22]=[CH:21][CH:20]=1.